This data is from Human liver microsome stability data. The task is: Regression/Classification. Given a drug SMILES string, predict its absorption, distribution, metabolism, or excretion properties. Task type varies by dataset: regression for continuous measurements (e.g., permeability, clearance, half-life) or binary classification for categorical outcomes (e.g., BBB penetration, CYP inhibition). Dataset: hlm. (1) The compound is CC1CN(c2ccccc2)CCN1C(=O)Oc1cccc(N2CCS(=O)(=O)CC2)c1. The result is 1 (stable in human liver microsomes). (2) The molecule is CN(Cc1ccccc1)C(=O)n1cnc(S(=O)(=O)[C@@H]2C[C@H]3CC[C@@H]2C3)n1. The result is 0 (unstable in human liver microsomes).